This data is from Full USPTO retrosynthesis dataset with 1.9M reactions from patents (1976-2016). The task is: Predict the reactants needed to synthesize the given product. (1) Given the product [CH2:15]([O:1][C:2]1[CH:3]=[C:4]2[C:9](=[CH:10][CH:11]=1)[CH:8]=[C:7]([C:12]([O:14][CH2:5][C:4]1[CH:9]=[CH:10][CH:11]=[CH:2][CH:3]=1)=[O:13])[CH:6]=[CH:5]2)[C:16]1[CH:21]=[CH:20][CH:19]=[CH:18][CH:17]=1, predict the reactants needed to synthesize it. The reactants are: [OH:1][C:2]1[CH:3]=[C:4]2[C:9](=[CH:10][CH:11]=1)[CH:8]=[C:7]([C:12]([OH:14])=[O:13])[CH:6]=[CH:5]2.[CH2:15](Cl)[C:16]1[CH:21]=[CH:20][CH:19]=[CH:18][CH:17]=1.C(=O)([O-])[O-].[K+].[K+].[I-].[Na+]. (2) Given the product [Cl:1][C:2]1[CH:14]=[C:13]([Cl:15])[CH:12]=[CH:11][C:3]=1[CH2:4][N:5]1[C:17]([C:18]([O:20][CH3:21])=[O:19])=[CH:16][C:7]([OH:9])=[N:6]1, predict the reactants needed to synthesize it. The reactants are: [Cl:1][C:2]1[CH:14]=[C:13]([Cl:15])[CH:12]=[CH:11][C:3]=1[CH2:4][NH:5][NH:6][C:7]([O:9]C)=O.[C:16](C(OC)=O)#[C:17][C:18]([O:20][CH3:21])=[O:19].CO.C[O-].[Na+].Cl. (3) Given the product [C:17]([C:10]1[CH:11]=[C:12]([C:14]([NH:20][C:21]2[CH:22]=[N:23][C:24]3[C:29]([CH:30]=2)=[CH:28][CH:27]=[CH:26][CH:25]=3)=[O:16])[S:13][C:9]=1[S:8][C:7]1[C:6]([Cl:19])=[CH:5][N:4]=[CH:3][C:2]=1[Cl:1])#[N:18], predict the reactants needed to synthesize it. The reactants are: [Cl:1][C:2]1[CH:3]=[N:4][CH:5]=[C:6]([Cl:19])[C:7]=1[S:8][C:9]1[S:13][C:12]([C:14]([OH:16])=O)=[CH:11][C:10]=1[C:17]#[N:18].[NH2:20][C:21]1[CH:22]=[N:23][C:24]2[C:29]([CH:30]=1)=[CH:28][CH:27]=[CH:26][CH:25]=2. (4) Given the product [C:33]([O:32][C:30]([NH:29][C@@H:8]([CH2:9][C@H:10]([CH2:14][C:15]1[CH:20]=[CH:19][C:18]([O:21][CH3:22])=[C:17]([O:23][CH2:24][CH2:25][CH2:26][O:27][CH3:28])[CH:16]=1)[CH:11]([CH3:12])[CH3:13])[C:7](=[O:37])[CH2:6][C@@H:5]([CH:49]([CH3:50])[CH3:51])[C:4]([OH:52])=[O:3])=[O:31])([CH3:36])([CH3:34])[CH3:35], predict the reactants needed to synthesize it. The reactants are: C([O:3][C:4](=[O:52])[C@@H:5]([CH:49]([CH3:51])[CH3:50])[C:6](C(OCC)=O)(C(OCCC)=O)[C:7](=[O:37])[C@@H:8]([NH:29][C:30]([O:32][C:33]([CH3:36])([CH3:35])[CH3:34])=[O:31])[CH2:9][C@H:10]([CH2:14][C:15]1[CH:20]=[CH:19][C:18]([O:21][CH3:22])=[C:17]([O:23][CH2:24][CH2:25][CH2:26][O:27][CH3:28])[CH:16]=1)[CH:11]([CH3:13])[CH3:12])C.[OH-].[Na+]. (5) Given the product [CH:23]1([N:13]2[C:14]3([CH2:17][CH2:18][CH2:19][CH2:20]3)[CH2:15][S:16][C:12]2=[N:11][C:3]2[CH:4]=[CH:5][C:6]([N+:8]([O-:10])=[O:9])=[CH:7][C:2]=2[CH3:1])[CH2:27][CH2:26][CH2:25][CH2:24]1, predict the reactants needed to synthesize it. The reactants are: [CH3:1][C:2]1[CH:7]=[C:6]([N+:8]([O-:10])=[O:9])[CH:5]=[CH:4][C:3]=1[N:11]=[C:12]1[S:16][CH2:15][C:14]2([CH2:20][CH2:19][CH2:18][CH2:17]2)[NH:13]1.[OH-].[Na+].[CH:23]1(Br)[CH2:27][CH2:26][CH2:25][CH2:24]1.Cl.